Dataset: Full USPTO retrosynthesis dataset with 1.9M reactions from patents (1976-2016). Task: Predict the reactants needed to synthesize the given product. Given the product [CH2:23]([O:30][N:31]=[CH:20][CH2:19][CH2:18][C:9]1[O:10][C:11]([C:12]2[CH:17]=[CH:16][CH:15]=[CH:14][CH:13]=2)=[C:7]([C:1]2[CH:6]=[CH:5][CH:4]=[CH:3][CH:2]=2)[N:8]=1)[C:24]1[CH:29]=[CH:28][CH:27]=[CH:26][CH:25]=1, predict the reactants needed to synthesize it. The reactants are: [C:1]1([C:7]2[N:8]=[C:9]([CH2:18][CH2:19][CH:20]=O)[O:10][C:11]=2[C:12]2[CH:17]=[CH:16][CH:15]=[CH:14][CH:13]=2)[CH:6]=[CH:5][CH:4]=[CH:3][CH:2]=1.Cl.[CH2:23]([O:30][NH2:31])[C:24]1[CH:29]=[CH:28][CH:27]=[CH:26][CH:25]=1.